Dataset: Full USPTO retrosynthesis dataset with 1.9M reactions from patents (1976-2016). Task: Predict the reactants needed to synthesize the given product. (1) The reactants are: [NH2:1][C:2]1[C:3]([C:9]2([OH:15])[CH2:14][CH2:13][CH2:12][CH2:11][CH2:10]2)=[CH:4][C:5](Cl)=[N:6][CH:7]=1. Given the product [NH2:1][C:2]1[CH:7]=[N:6][CH:5]=[CH:4][C:3]=1[C:9]1([OH:15])[CH2:14][CH2:13][CH2:12][CH2:11][CH2:10]1, predict the reactants needed to synthesize it. (2) Given the product [CH3:3][O:2][N:4]=[C:13]([CH3:14])[CH:12]([O:16][CH3:17])[O:11][CH3:10], predict the reactants needed to synthesize it. The reactants are: Cl.[O:2]([NH2:4])[CH3:3].C([O-])(=O)C.[K+].[CH3:10][O:11][CH:12]([O:16][CH3:17])[C:13](=O)[CH3:14].C([O-])(O)=O.[Na+]. (3) The reactants are: [C:1]([O:5][C:6]([N:8]([CH:10]([C:14]1[CH:19]=[CH:18][CH:17]=[C:16]([C:20]2[CH:21]=[C:22]3[C:28]([C:29]4[CH:34]=[CH:33][CH:32]=[CH:31][C:30]=4[O:35][CH3:36])=[N:27][N:26]([CH2:37][O:38][CH2:39][CH2:40][Si:41]([CH3:44])([CH3:43])[CH3:42])[C:23]3=[N:24][CH:25]=2)[CH:15]=1)[C:11](O)=[O:12])[CH3:9])=[O:7])([CH3:4])([CH3:3])[CH3:2].[CH3:45][NH:46][CH3:47].C(N(C(C)C)CC)(C)C. Given the product [C:1]([O:5][C:6](=[O:7])[N:8]([CH:10]([C:11](=[O:12])[N:46]([CH3:47])[CH3:45])[C:14]1[CH:19]=[CH:18][CH:17]=[C:16]([C:20]2[CH:21]=[C:22]3[C:28]([C:29]4[CH:34]=[CH:33][CH:32]=[CH:31][C:30]=4[O:35][CH3:36])=[N:27][N:26]([CH2:37][O:38][CH2:39][CH2:40][Si:41]([CH3:42])([CH3:43])[CH3:44])[C:23]3=[N:24][CH:25]=2)[CH:15]=1)[CH3:9])([CH3:3])([CH3:2])[CH3:4], predict the reactants needed to synthesize it.